Task: Predict the reactants needed to synthesize the given product.. Dataset: Full USPTO retrosynthesis dataset with 1.9M reactions from patents (1976-2016) (1) Given the product [N:1]([C@H:4]1[C:17]2[CH:16]=[CH:15][C:14]3[CH2:13][NH:12][CH2:11][CH2:10][C:9]=3[C:8]=2[CH2:7][CH2:6][CH2:5]1)=[N+:2]=[N-:3], predict the reactants needed to synthesize it. The reactants are: [N:1]([C@H:4]1[C:17]2[CH:16]=[CH:15][C:14]3[CH2:13][N:12](C(=O)C(F)(F)F)[CH2:11][CH2:10][C:9]=3[C:8]=2[CH2:7][CH2:6][CH2:5]1)=[N+:2]=[N-:3].[OH-].[Na+]. (2) Given the product [Br:1][C:2]1[CH:7]=[CH:6][C:5]([NH:26][C:25]2[CH:27]=[CH:28][C:22]([O:21][CH2:19][CH3:20])=[CH:23][CH:24]=2)=[C:4]([N+:9]([O-:11])=[O:10])[CH:3]=1, predict the reactants needed to synthesize it. The reactants are: [Br:1][C:2]1[CH:7]=[CH:6][C:5](F)=[C:4]([N+:9]([O-:11])=[O:10])[CH:3]=1.C(N(CC)CC)C.[CH2:19]([O:21][C:22]1[CH:28]=[CH:27][C:25]([NH2:26])=[CH:24][CH:23]=1)[CH3:20]. (3) Given the product [Cl:1][C:2]1[CH:7]=[CH:6][C:5]([NH:8][C:11](=[O:14])[CH3:12])=[CH:4][CH:3]=1, predict the reactants needed to synthesize it. The reactants are: [Cl:1][C:2]1[CH:7]=[CH:6][C:5]([N+:8]([O-])=O)=[CH:4][CH:3]=1.[C:11]([OH:14])(=S)[CH3:12]. (4) Given the product [Br:9][C:3]1[CH:4]=[CH:5][C:6]([NH2:8])=[N:7][C:2]=1[F:1], predict the reactants needed to synthesize it. The reactants are: [F:1][C:2]1[N:7]=[C:6]([NH2:8])[CH:5]=[CH:4][CH:3]=1.[Br:9]N1C(=O)CCC1=O.C(Cl)Cl.[OH-].[Na+]. (5) Given the product [Cl:20][C:13]1[CH:14]=[N:15][C:16]2[C:11]([CH:12]=1)=[CH:10][C:9]([O:8][CH2:7][S:6][CH2:5][C:4]([OH:21])=[O:3])=[CH:18][C:17]=2[CH3:19], predict the reactants needed to synthesize it. The reactants are: C([O:3][C:4](=[O:21])[CH2:5][S:6][CH2:7][O:8][C:9]1[CH:10]=[C:11]2[C:16](=[C:17]([CH3:19])[CH:18]=1)[N:15]=[CH:14][C:13]([Cl:20])=[CH:12]2)C.[OH-].[Na+]. (6) Given the product [CH2:1]([O:3][C:4](=[O:12])/[C:5](=[CH:17]/[O:16][CH2:13][CH3:14])/[C:6](=[O:11])[C:7]([F:10])([F:8])[F:9])[CH3:2], predict the reactants needed to synthesize it. The reactants are: [CH2:1]([O:3][C:4](=[O:12])[CH2:5][C:6](=[O:11])[C:7]([F:10])([F:9])[F:8])[CH3:2].[C:13]([O:16][C:17](=O)C)(=O)[CH3:14].C(OCC)(OCC)OCC.